Dataset: Catalyst prediction with 721,799 reactions and 888 catalyst types from USPTO. Task: Predict which catalyst facilitates the given reaction. Reactant: [N:1]1([CH:7]2[CH:12]3[CH:8]2[CH2:9][N:10]([C:13]2[N:18]=[CH:17][C:16]([C:19](O)=[O:20])=[CH:15][N:14]=2)[CH2:11]3)[CH2:6][CH2:5][O:4][CH2:3][CH2:2]1.CCN=C=N[CH2:27][CH2:28][CH2:29]N(C)C.Cl.C1C=CC2[N:42]([OH:43])N=NC=2C=1.C(N([CH2:49][CH3:50])CC)C.CN([CH:54]=[O:55])C. Product: [CH2:54]([O:55][CH:49]([O:43][NH:42][C:19]([C:16]1[CH:15]=[N:14][C:13]([N:10]2[CH2:11][CH:12]3[CH:8]([CH:7]3[N:1]3[CH2:2][CH2:3][O:4][CH2:5][CH2:6]3)[CH2:9]2)=[N:18][CH:17]=1)=[O:20])[CH3:50])[CH:28]([CH3:27])[CH3:29]. The catalyst class is: 6.